This data is from Reaction yield outcomes from USPTO patents with 853,638 reactions. The task is: Predict the reaction yield, written as a fraction of the theoretical maximum amount of product (1.0 means a 100% yield; for example, 0.34 means a 34% yield). (1) The reactants are [CH:1]1[C:10]2[C:5](=[CH:6][CH:7]=[CH:8][CH:9]=2)[CH:4]=[CH:3][C:2]=1[C:11]1[CH2:15][CH2:14][CH:13]([OH:16])[CH:12]=1.[CH2:17]([Zn]CC)C.ICI. The catalyst is ClCCl. The product is [CH:1]1[C:10]2[C:5](=[CH:6][CH:7]=[CH:8][CH:9]=2)[CH:4]=[CH:3][C:2]=1[C:11]12[CH2:17][CH:12]1[CH:13]([OH:16])[CH2:14][CH2:15]2. The yield is 1.00. (2) The reactants are [CH3:1][C:2]1([CH3:16])[CH2:7][CH:6]([OH:8])[CH2:5][C:4]([CH3:10])([CH3:9])[N:3]1[CH2:11][C:12]([F:15])([F:14])[F:13].C(Cl)Cl. The catalyst is C([O-])(O)=O.[Na+]. The product is [CH3:1][C:2]1([CH3:16])[CH2:7][C:6](=[O:8])[CH2:5][C:4]([CH3:9])([CH3:10])[N:3]1[CH2:11][C:12]([F:14])([F:15])[F:13]. The yield is 0.400. (3) The reactants are [NH3:1].Cl[C:3]1[N:8]=[C:7]([Cl:9])[N:6]=[C:5]([N:10]2[CH2:15][CH2:14][CH2:13][CH2:12][CH2:11]2)[N:4]=1. The catalyst is O1CCOCC1. The product is [NH2:1][C:3]1[N:8]=[C:7]([Cl:9])[N:6]=[C:5]([N:10]2[CH2:15][CH2:14][CH2:13][CH2:12][CH2:11]2)[N:4]=1. The yield is 0.980. (4) The reactants are [Br:1][C:2]1[CH:3]=[C:4]([CH:10]=[C:11]([N+:20]([O-:22])=[O:21])[C:12]=1[NH:13][C:14](=[O:19])[C:15]([F:18])([F:17])[F:16])[C:5]([O:7][CH2:8][CH3:9])=[O:6].C([O-])([O-])=O.[K+].[K+].Br[CH2:30][CH:31]=[C:32]([CH3:34])[CH3:33]. The catalyst is CC#N. The product is [Br:1][C:2]1[CH:3]=[C:4]([CH:10]=[C:11]([N+:20]([O-:22])=[O:21])[C:12]=1[N:13]([CH2:30][CH:31]=[C:32]([CH3:34])[CH3:33])[C:14](=[O:19])[C:15]([F:17])([F:18])[F:16])[C:5]([O:7][CH2:8][CH3:9])=[O:6]. The yield is 0.910.